From a dataset of Reaction yield outcomes from USPTO patents with 853,638 reactions. Predict the reaction yield, written as a fraction of the theoretical maximum amount of product (1.0 means a 100% yield; for example, 0.34 means a 34% yield). (1) The reactants are C(Cl)(=O)C(Cl)=O.CS(C)=O.[C:11]([Si:15]([CH3:24])([CH3:23])[O:16][CH2:17][CH2:18][O:19][CH2:20][CH2:21][OH:22])([CH3:14])([CH3:13])[CH3:12].O. The catalyst is C(Cl)Cl. The product is [Si:15]([O:16][CH2:17][CH2:18][O:19][CH2:20][CH:21]=[O:22])([C:11]([CH3:14])([CH3:13])[CH3:12])([CH3:24])[CH3:23]. The yield is 0.800. (2) The reactants are [C:1]1([S:7]([N:10]2[C:14]3=[N:15][CH:16]=[C:17]([O:19][CH3:20])[CH:18]=[C:13]3[CH:12]=[CH:11]2)(=[O:9])=[O:8])[CH:6]=[CH:5][CH:4]=[CH:3][CH:2]=1.C([N-]C(C)C)(C)C.[Li+].C([Li])CCC.CCCCCC.C(NC(C)C)(C)C.[O:47]1[CH2:52][CH2:51][CH:50]([CH2:53][CH:54]=[O:55])[CH2:49][CH2:48]1. The catalyst is O1CCCC1. The product is [C:1]1([S:7]([N:10]2[C:14]3=[N:15][CH:16]=[C:17]([O:19][CH3:20])[CH:18]=[C:13]3[CH:12]=[C:11]2[CH:54]([OH:55])[CH2:53][CH:50]2[CH2:51][CH2:52][O:47][CH2:48][CH2:49]2)(=[O:8])=[O:9])[CH:6]=[CH:5][CH:4]=[CH:3][CH:2]=1. The yield is 0.772. (3) The reactants are [F:1][C:2]1[CH:17]=[C:16]([N+:18]([O-:20])=[O:19])[CH:15]=[CH:14][C:3]=1[O:4][C:5]1[C:6]2[NH:13][CH:12]=[CH:11][C:7]=2[N:8]=[CH:9][N:10]=1.[H-].[Na+].[CH3:23]O.CN([CH:28]=[O:29])C. The product is [F:1][C:2]1[CH:17]=[C:16]([N+:18]([O-:20])=[O:19])[CH:15]=[CH:14][C:3]=1[O:4][C:5]1[C:6]2[N:13]([CH2:23][O:29][CH3:28])[CH:12]=[CH:11][C:7]=2[N:8]=[CH:9][N:10]=1. The yield is 0.490. No catalyst specified. (4) The reactants are Cl[C:2]1[CH:7]=[C:6]([CH3:8])[N:5]=[C:4]([NH:9][C:10]2[CH:15]=[C:14]([C:16]#[N:17])[CH:13]=[CH:12][N:11]=2)[CH:3]=1.[O:18]1[CH2:23][CH:22]=[C:21](B2OC(C)(C)C(C)(C)O2)[CH2:20][CH2:19]1.C(=O)([O-])[O-].[K+].[K+]. The catalyst is C1C=CC(P([C]2[CH][CH][CH][CH]2)C2C=CC=CC=2)=CC=1.C1C=CC(P([C]2[CH][CH][CH][CH]2)C2C=CC=CC=2)=CC=1.Cl[Pd]Cl.[Fe].CC(P(C(C)(C)C)C1C=CC(N(C)C)=CC=1)(C)C.CC(P(C(C)(C)C)C1C=CC(N(C)C)=CC=1)(C)C.Cl[Pd]Cl. The product is [O:18]1[CH2:19][CH:20]=[C:21]([C:2]2[CH:7]=[C:6]([CH3:8])[N:5]=[C:4]([NH:9][C:10]3[CH:15]=[C:14]([CH:13]=[CH:12][N:11]=3)[C:16]#[N:17])[CH:3]=2)[CH2:22][CH2:23]1. The yield is 0.610. (5) The reactants are O=[C:2]([CH:8]1[CH2:12][CH2:11][CH2:10][C:9]1=O)[C:3]([O:5][CH2:6][CH3:7])=[O:4].[Br:14][C:15]1[CH:16]=[CH:17][C:18]([F:23])=[C:19]([NH:21][NH2:22])[CH:20]=1. No catalyst specified. The product is [Br:14][C:15]1[CH:16]=[CH:17][C:18]([F:23])=[C:19]([N:21]2[C:9]3[CH2:10][CH2:11][CH2:12][C:8]=3[C:2]([C:3]([O:5][CH2:6][CH3:7])=[O:4])=[N:22]2)[CH:20]=1. The yield is 0.680. (6) The catalyst is CCO.[Pd]. The reactants are [CH3:1][C:2]1[CH:7]=[C:6]([CH3:8])[NH:5][C:4](=[O:9])[C:3]=1[CH2:10][NH:11][C:12]([C:14]1[C:15]2[CH:38]=[N:37][N:36]([CH:39]([CH3:41])[CH3:40])[C:16]=2[N:17]=[C:18]([C:20]2[CH2:21][CH2:22][N:23]([CH:26]3[CH2:31][CH2:30][N:29]([S:32]([CH3:35])(=[O:34])=[O:33])[CH2:28][CH2:27]3)[CH2:24][CH:25]=2)[CH:19]=1)=[O:13]. The yield is 0.270. The product is [CH3:1][C:2]1[CH:7]=[C:6]([CH3:8])[NH:5][C:4](=[O:9])[C:3]=1[CH2:10][NH:11][C:12]([C:14]1[C:15]2[CH:38]=[N:37][N:36]([CH:39]([CH3:41])[CH3:40])[C:16]=2[N:17]=[C:18]([CH:20]2[CH2:21][CH2:22][N:23]([CH:26]3[CH2:27][CH2:28][N:29]([S:32]([CH3:35])(=[O:33])=[O:34])[CH2:30][CH2:31]3)[CH2:24][CH2:25]2)[CH:19]=1)=[O:13]. (7) The reactants are [CH:1]([O:4][C:5]1([C:8]2[CH:13]=[CH:12][C:11]([C:14]#[C:15][C:16]3[CH:26]=[CH:25][C:19]([C:20]([O:22]CC)=[O:21])=[CH:18][CH:17]=3)=[CH:10][CH:9]=2)[CH2:7][CH2:6]1)([CH3:3])[CH3:2].[OH-].[Na+]. The catalyst is C(O)C.O1CCCC1. The product is [CH:1]([O:4][C:5]1([C:8]2[CH:13]=[CH:12][C:11]([C:14]#[C:15][C:16]3[CH:17]=[CH:18][C:19]([C:20]([OH:22])=[O:21])=[CH:25][CH:26]=3)=[CH:10][CH:9]=2)[CH2:6][CH2:7]1)([CH3:3])[CH3:2]. The yield is 0.880. (8) The reactants are [CH3:1][O:2][C:3]1[CH:8]=[CH:7][C:6]([N:9]2[CH2:14][CH2:13][O:12][CH2:11][CH2:10]2)=[CH:5][C:4]=1[NH:15][C:16]([C:18]1[NH:27][C:21]2=[N:22][C:23]([Cl:26])=[CH:24][CH:25]=[C:20]2[N:19]=1)=[S:17].Br.CC(O)=O.CS(C)=O.[OH-].[NH4+]. The catalyst is C(OCC)(=O)C.O. The product is [Cl:26][C:23]1[N:22]=[C:21]2[NH:27][C:18]([C:16]3[S:17][C:5]4[C:6]([N:9]5[CH2:14][CH2:13][O:12][CH2:11][CH2:10]5)=[CH:7][CH:8]=[C:3]([O:2][CH3:1])[C:4]=4[N:15]=3)=[N:19][C:20]2=[CH:25][CH:24]=1. The yield is 0.920. (9) The reactants are [Cl:1][C:2]1[CH:7]=[CH:6][CH:5]=[C:4]([F:8])[C:3]=1[C:9]1[NH:10][C:11]2[C:16]([CH:17]=1)=[CH:15][C:14](B1OC(C)(C)C(C)(C)O1)=[CH:13][CH:12]=2.FC(F)(F)S(O[C:33]1[N:37]([CH2:38][CH3:39])[N:36]=[C:35]([C:40]2[CH:45]=[N:44][CH:43]=[CH:42][N:41]=2)[CH:34]=1)(=O)=O.C(=O)([O-])[O-].[K+].[K+].O. The catalyst is O1CCOCC1.C1C=CC([P]([Pd]([P](C2C=CC=CC=2)(C2C=CC=CC=2)C2C=CC=CC=2)([P](C2C=CC=CC=2)(C2C=CC=CC=2)C2C=CC=CC=2)[P](C2C=CC=CC=2)(C2C=CC=CC=2)C2C=CC=CC=2)(C2C=CC=CC=2)C2C=CC=CC=2)=CC=1. The product is [Cl:1][C:2]1[CH:7]=[CH:6][CH:5]=[C:4]([F:8])[C:3]=1[C:9]1[NH:10][C:11]2[C:16]([CH:17]=1)=[CH:15][C:14]([C:33]1[N:37]([CH2:38][CH3:39])[N:36]=[C:35]([C:40]3[CH:45]=[N:44][CH:43]=[CH:42][N:41]=3)[CH:34]=1)=[CH:13][CH:12]=2. The yield is 0.130. (10) The reactants are C(OC([N:8]([CH2:39][C:40]([O:42]C(C)(C)C)=[O:41])[C:9]1[CH:14]=[CH:13][CH:12]=[C:11]([CH:15]([CH2:26][C:27]2[S:28][C:29]([C:32]([CH3:38])([CH3:37])[CH2:33][CH2:34][CH2:35][CH3:36])=[CH:30][CH:31]=2)[NH:16][S:17]([C:20]2[CH:21]=[N:22][CH:23]=[CH:24][CH:25]=2)(=[O:19])=[O:18])[N:10]=1)=O)(C)(C)C.FC(F)(F)C(O)=O. The catalyst is C(Cl)Cl. The product is [CH3:38][C:32]([C:29]1[S:28][C:27]([CH2:26][CH:15]([NH:16][S:17]([C:20]2[CH:21]=[N:22][CH:23]=[CH:24][CH:25]=2)(=[O:18])=[O:19])[C:11]2[N:10]=[C:9]([NH:8][CH2:39][C:40]([OH:42])=[O:41])[CH:14]=[CH:13][CH:12]=2)=[CH:31][CH:30]=1)([CH3:37])[CH2:33][CH2:34][CH2:35][CH3:36]. The yield is 0.930.